Dataset: Forward reaction prediction with 1.9M reactions from USPTO patents (1976-2016). Task: Predict the product of the given reaction. (1) Given the reactants [CH3:1][N:2]1[C:6]([C:7]2[CH:19]=[N:18][C:17]3[C:16]4[CH:15]=[CH:14][C:13]([C:20]([O:22][CH3:23])=[O:21])=[CH:12][C:11]=4[NH:10][C:9]=3[CH:8]=2)=[C:5]([CH3:24])[N:4]=[N:3]1.[CH3:25][O:26][CH2:27][CH:28]([CH:30]1[CH2:35][CH2:34][O:33][CH2:32][CH2:31]1)O.C(C=P(C)(C)C)#N, predict the reaction product. The product is: [CH3:1][N:2]1[C:6]([C:7]2[CH:19]=[N:18][C:17]3[C:16]4[CH:15]=[CH:14][C:13]([C:20]([O:22][CH3:23])=[O:21])=[CH:12][C:11]=4[N:10]([CH:28]([CH:30]4[CH2:35][CH2:34][O:33][CH2:32][CH2:31]4)[CH2:27][O:26][CH3:25])[C:9]=3[CH:8]=2)=[C:5]([CH3:24])[N:4]=[N:3]1. (2) The product is: [CH3:23][C@@H:20]1[N:8]2[CH:7]=[C:6]([C:24]([OH:26])=[O:25])[C:5]([C:4]3=[CH:3][C:2]([F:1])=[C:11]([N:12]4[CH2:13][CH2:14][N:15]([CH3:18])[CH2:16][CH2:17]4)[C:10](=[C:9]23)[O:22][CH2:21]1)=[O:29].[CH3:23][C@@H:20]1[N:8]2[CH:7]=[C:6]([C:24]([OH:26])=[O:25])[C:5]([C:4]3=[CH:3][C:2]([F:1])=[C:11]([N:12]4[CH2:13][CH2:14][N:15]([CH3:18])[CH2:16][CH2:17]4)[C:10](=[C:9]23)[O:22][CH2:21]1)=[O:29].[OH2:34]. Given the reactants [F:1][C:2]1[CH:3]=[C:4]2[C:9](=[C:10](F)[C:11]=1[N:12]1[CH2:17][CH2:16][N:15]([CH3:18])[CH2:14][CH2:13]1)[N:8]([C@@H:20]([CH3:23])[CH2:21][OH:22])[CH:7]=[C:6]([C:24]([O:26]CC)=[O:25])[C:5]2=[O:29].[OH-].[K+].C(O)(=[O:34])C.O, predict the reaction product. (3) Given the reactants C1([As](C2C=CC=CC=2)C2C=CC=CC=2)C=CC=CC=1.[CH2:20]([N:26]1[CH2:31][CH:30]2[CH:28]([C:29]2([C:33]2[CH:38]=[CH:37][CH:36]=[C:35](I)[CH:34]=2)[CH3:32])[C:27]1=[O:40])[CH2:21][CH2:22][CH2:23][CH2:24][CH3:25].C([Sn](CCCC)(CCCC)[C:46]1[N:47]=[CH:48][N:49]([C:51]([C:64]2[CH:69]=[CH:68][CH:67]=[CH:66][CH:65]=2)([C:58]2[CH:63]=[CH:62][CH:61]=[CH:60][CH:59]=2)[C:52]2[CH:57]=[CH:56][CH:55]=[CH:54][CH:53]=2)[CH:50]=1)CCC, predict the reaction product. The product is: [CH2:20]([N:26]1[CH2:31][CH:30]2[CH:28]([C:29]2([CH3:32])[C:33]2[CH:38]=[CH:37][CH:36]=[C:35]([C:50]3[N:49]([C:51]([C:52]4[CH:57]=[CH:56][CH:55]=[CH:54][CH:53]=4)([C:64]4[CH:65]=[CH:66][CH:67]=[CH:68][CH:69]=4)[C:58]4[CH:59]=[CH:60][CH:61]=[CH:62][CH:63]=4)[CH:48]=[N:47][CH:46]=3)[CH:34]=2)[C:27]1=[O:40])[CH2:21][CH2:22][CH2:23][CH2:24][CH3:25].